Dataset: KCNQ2 potassium channel screen with 302,405 compounds. Task: Binary Classification. Given a drug SMILES string, predict its activity (active/inactive) in a high-throughput screening assay against a specified biological target. The drug is Fc1c(CN2CCN(C2=O)CC(=O)NCCN2CCOCC2)cccc1. The result is 0 (inactive).